Dataset: NCI-60 drug combinations with 297,098 pairs across 59 cell lines. Task: Regression. Given two drug SMILES strings and cell line genomic features, predict the synergy score measuring deviation from expected non-interaction effect. (1) Drug 1: C1=NC2=C(N1)C(=S)N=C(N2)N. Drug 2: CS(=O)(=O)CCNCC1=CC=C(O1)C2=CC3=C(C=C2)N=CN=C3NC4=CC(=C(C=C4)OCC5=CC(=CC=C5)F)Cl. Cell line: OVCAR-5. Synergy scores: CSS=34.2, Synergy_ZIP=-3.11, Synergy_Bliss=-3.04, Synergy_Loewe=-11.2, Synergy_HSA=-2.77. (2) Cell line: BT-549. Drug 2: C1=CC=C(C=C1)NC(=O)CCCCCCC(=O)NO. Synergy scores: CSS=58.8, Synergy_ZIP=-0.786, Synergy_Bliss=3.81, Synergy_Loewe=-14.9, Synergy_HSA=4.21. Drug 1: CCC1=CC2CC(C3=C(CN(C2)C1)C4=CC=CC=C4N3)(C5=C(C=C6C(=C5)C78CCN9C7C(C=CC9)(C(C(C8N6C)(C(=O)OC)O)OC(=O)C)CC)OC)C(=O)OC.C(C(C(=O)O)O)(C(=O)O)O. (3) Drug 1: CC1C(C(CC(O1)OC2CC(CC3=C2C(=C4C(=C3O)C(=O)C5=C(C4=O)C(=CC=C5)OC)O)(C(=O)CO)O)N)O.Cl. Drug 2: COCCOC1=C(C=C2C(=C1)C(=NC=N2)NC3=CC=CC(=C3)C#C)OCCOC.Cl. Cell line: EKVX. Synergy scores: CSS=7.04, Synergy_ZIP=-2.05, Synergy_Bliss=-0.665, Synergy_Loewe=-1.61, Synergy_HSA=-0.229.